Dataset: Full USPTO retrosynthesis dataset with 1.9M reactions from patents (1976-2016). Task: Predict the reactants needed to synthesize the given product. The reactants are: [CH:1]([O:4][C:5]([N:7]1[CH2:12][CH2:11][CH:10]([OH:13])[CH2:9][CH2:8]1)=[O:6])([CH3:3])[CH3:2].[Cl:14][C:15]1[C:20]([O:21][CH3:22])=[C:19](Cl)[N:18]=[CH:17][N:16]=1.O(C(C)(C)C)[K].C1COCC1. Given the product [CH:1]([O:4][C:5]([N:7]1[CH2:8][CH2:9][CH:10]([O:13][C:19]2[C:20]([O:21][CH3:22])=[C:15]([Cl:14])[N:16]=[CH:17][N:18]=2)[CH2:11][CH2:12]1)=[O:6])([CH3:3])[CH3:2], predict the reactants needed to synthesize it.